This data is from Forward reaction prediction with 1.9M reactions from USPTO patents (1976-2016). The task is: Predict the product of the given reaction. Given the reactants CN(C)CCC([N:12]1[CH:16]=[C:15]([NH2:17])[CH:14]=[N:13]1)C1C=CC=CC=1.[NH2:19][C:20]1[CH:25]=[C:24]([CH2:26]O)[CH:23]=[CH:22][N:21]=1, predict the reaction product. The product is: [NH2:17][C:15]1[CH:16]=[N:12][N:13]([CH2:26][C:24]2[CH:23]=[CH:22][N:21]=[C:20]([NH2:19])[CH:25]=2)[CH:14]=1.